The task is: Regression/Classification. Given a drug SMILES string, predict its absorption, distribution, metabolism, or excretion properties. Task type varies by dataset: regression for continuous measurements (e.g., permeability, clearance, half-life) or binary classification for categorical outcomes (e.g., BBB penetration, CYP inhibition). Dataset: hlm.. This data is from Human liver microsome stability data. (1) The compound is O=C(c1ccc(Cl)nc1)N1CCC(NS(=O)(=O)c2cc(S(=O)(=O)c3ccccc3)ccc2C(F)(F)F)CC1. The result is 0 (unstable in human liver microsomes). (2) The compound is CC(C)(NC(=O)c1nn(-c2ccc(F)cc2F)c2c1C[C@H]1C[C@@H]21)c1cccnc1. The result is 1 (stable in human liver microsomes). (3) The molecule is CCN(CC)CCn1c(CCc2ccccc2)nc2cc(/C=C/C(=O)NO)ccc21. The result is 1 (stable in human liver microsomes). (4) The compound is CCc1nc2ccc(Cl)cn2c1C(=O)NCc1ccc2[nH]ccc2c1. The result is 1 (stable in human liver microsomes). (5) The result is 1 (stable in human liver microsomes). The compound is COc1ccc2[nH]c(SCc3ccc4ccccc4c3)nc2c1. (6) The compound is [2H]C([2H])(c1cc(Cl)ccc1N)N1CCN(C(=O)CNC(=O)C2CC23CCC(F)(F)CC3)CC1. The result is 1 (stable in human liver microsomes).